This data is from Forward reaction prediction with 1.9M reactions from USPTO patents (1976-2016). The task is: Predict the product of the given reaction. (1) Given the reactants CS(O[CH:6]1[CH2:9][N:8]([CH:10]([C:17]2[CH:22]=[CH:21][CH:20]=[CH:19][CH:18]=2)[C:11]2[CH:16]=[CH:15][CH:14]=[CH:13][CH:12]=2)[CH2:7]1)(=O)=O.[N:23]1([C:33]([O:35][C:36]([CH3:39])([CH3:38])[CH3:37])=[O:34])[CH2:28][CH2:27][NH:26][CH:25]([C:29]([O:31][CH3:32])=[O:30])[CH2:24]1.C([O-])([O-])=O.[K+].[K+], predict the reaction product. The product is: [CH:10]([N:8]1[CH2:9][CH:6]([N:26]2[CH2:27][CH2:28][N:23]([C:33]([O:35][C:36]([CH3:37])([CH3:38])[CH3:39])=[O:34])[CH2:24][CH:25]2[C:29]([O:31][CH3:32])=[O:30])[CH2:7]1)([C:17]1[CH:22]=[CH:21][CH:20]=[CH:19][CH:18]=1)[C:11]1[CH:16]=[CH:15][CH:14]=[CH:13][CH:12]=1. (2) Given the reactants [C:1]([O:5][CH:6]([C:11]1[N:16]([CH3:17])[C:15](=[O:18])[C:14]2[NH:19][CH:20]=[CH:21][C:13]=2[C:12]=1[C:22]1[CH:27]=[CH:26][C:25]([CH3:28])=[CH:24][CH:23]=1)[C:7]([O:9]C)=[O:8])([CH3:4])([CH3:3])[CH3:2].[CH2:29]1[O:39][C:38]2[CH:37]=[CH:36][C:33]([CH2:34]Cl)=[CH:32][C:31]=2[O:30]1, predict the reaction product. The product is: [O:39]1[C:38]2[CH:37]=[CH:36][C:33]([CH2:34][N:19]3[C:14]4[C:15](=[O:18])[N:16]([CH3:17])[C:11]([CH:6]([O:5][C:1]([CH3:2])([CH3:4])[CH3:3])[C:7]([OH:9])=[O:8])=[C:12]([C:22]5[CH:27]=[CH:26][C:25]([CH3:28])=[CH:24][CH:23]=5)[C:13]=4[CH:21]=[CH:20]3)=[CH:32][C:31]=2[O:30][CH2:29]1. (3) Given the reactants [Br:1][C:2]1[N:6]2[CH:7]=[C:8]([C:13]([O:15]CC)=[O:14])[N:9]=[C:10]([S:11][CH3:12])[C:5]2=[N:4][CH:3]=1.[OH-].[Li+], predict the reaction product. The product is: [Br:1][C:2]1[N:6]2[CH:7]=[C:8]([C:13]([OH:15])=[O:14])[N:9]=[C:10]([S:11][CH3:12])[C:5]2=[N:4][CH:3]=1. (4) Given the reactants [H-].[Na+].[Cl:3][C:4]1[CH:28]=[CH:27][C:7]2[S:8][CH:9]=[C:10]([CH:11]([CH2:25][OH:26])[C:12]([NH:14][C:15]3[CH:24]=[CH:23][C:22]4[C:17](=[CH:18][CH:19]=[CH:20][CH:21]=4)[CH:16]=3)=[O:13])[C:6]=2[CH:5]=1.[S:29](Cl)(=[O:32])(=[O:31])[NH2:30], predict the reaction product. The product is: [Cl:3][C:4]1[CH:28]=[CH:27][C:7]2[S:8][CH:9]=[C:10]([CH:11]([C:12](=[O:13])[NH:14][C:15]3[CH:24]=[CH:23][C:22]4[C:17](=[CH:18][CH:19]=[CH:20][CH:21]=4)[CH:16]=3)[CH2:25][O:26][S:29](=[O:32])(=[O:31])[NH2:30])[C:6]=2[CH:5]=1. (5) Given the reactants [S:1]1[C:5]2[CH:6]=[CH:7][CH:8]=[C:9]([O:10][C:11]3[CH:16]=[CH:15][C:14]([NH:17][C:18]4[C:19]5[N:26]([CH2:27][CH2:28][NH:29][C:30](=[O:34])[CH:31]([F:33])[F:32])[CH:25]=[CH:24][C:20]=5[N:21]=[CH:22][N:23]=4)=[CH:13][C:12]=3[Cl:35])[C:4]=2[CH:3]=[CH:2]1.[CH3:36][S:37]([OH:40])(=[O:39])=[O:38].C(OCC)C, predict the reaction product. The product is: [CH3:36][S:37]([OH:40])(=[O:39])=[O:38].[S:1]1[C:5]2[CH:6]=[CH:7][CH:8]=[C:9]([O:10][C:11]3[CH:16]=[CH:15][C:14]([NH:17][C:18]4[C:19]5[N:26]([CH2:27][CH2:28][NH:29][C:30](=[O:34])[CH:31]([F:32])[F:33])[CH:25]=[CH:24][C:20]=5[N:21]=[CH:22][N:23]=4)=[CH:13][C:12]=3[Cl:35])[C:4]=2[CH:3]=[CH:2]1. (6) Given the reactants C(OC(=O)[NH:7][N:8]1[CH2:13][CH2:12][CH:11]([C:14]([CH3:22])([CH3:21])[O:15][SiH2:16][C:17]([CH3:20])([CH3:19])[CH3:18])[CH2:10][CH2:9]1)(C)(C)C.[F:24][C:25]([F:30])([F:29])[C:26]([OH:28])=[O:27], predict the reaction product. The product is: [F:24][C:25]([F:30])([F:29])[C:26]([OH:28])=[O:27].[C:17]([SiH2:16][O:15][C:14]([CH3:22])([CH3:21])[CH:11]1[CH2:12][CH2:13][N:8]([NH2:7])[CH2:9][CH2:10]1)([CH3:20])([CH3:18])[CH3:19]. (7) Given the reactants [O:1]=[C:2]1[CH:6]=[CH:5][CH2:4][N:3]1[C:7]([O:9][C:10]([CH3:13])([CH3:12])[CH3:11])=[O:8].ClCCl.CCCCCCC.FC(F)(F)S(O[Si:30]([C:33]([CH3:36])([CH3:35])[CH3:34])([CH3:32])[CH3:31])(=O)=O, predict the reaction product. The product is: [Si:30]([O:1][C:2]1[N:3]([C:7]([O:9][C:10]([CH3:13])([CH3:12])[CH3:11])=[O:8])[CH:4]=[CH:5][CH:6]=1)([C:33]([CH3:36])([CH3:35])[CH3:34])([CH3:32])[CH3:31]. (8) Given the reactants [CH3:1][C:2]1([CH3:16])[CH2:6][C:5]([C:7]2[O:11][N:10]=[C:9]([C:12]([OH:14])=O)[C:8]=2[CH3:15])=[CH:4][CH2:3]1.CN(C(ON1N=NC2C=CC=NC1=2)=[N+](C)C)C.F[P-](F)(F)(F)(F)F.[NH2:41][C:42]1[C:43](=[O:55])[N:44]([CH:49]2[CH2:54][CH2:53][CH2:52][CH2:51][CH2:50]2)[N:45]([CH3:48])[C:46]=1[CH3:47].C(N(CC)CC)C, predict the reaction product. The product is: [CH:49]1([N:44]2[C:43](=[O:55])[C:42]([NH:41][C:12]([C:9]3[C:8]([CH3:15])=[C:7]([C:5]4[CH2:6][C:2]([CH3:1])([CH3:16])[CH2:3][CH:4]=4)[O:11][N:10]=3)=[O:14])=[C:46]([CH3:47])[N:45]2[CH3:48])[CH2:50][CH2:51][CH2:52][CH2:53][CH2:54]1.